From a dataset of Catalyst prediction with 721,799 reactions and 888 catalyst types from USPTO. Predict which catalyst facilitates the given reaction. (1) Reactant: [CH3:1][S:2]([C:5]1[CH:10]=[CH:9][C:8]([NH:11][NH2:12])=[CH:7][CH:6]=1)(=[O:4])=[O:3].CO[CH:15](OC)[CH2:16][CH:17](OC)OC.Cl. Product: [CH3:1][S:2]([C:5]1[CH:6]=[CH:7][C:8]([N:11]2[CH:17]=[CH:16][CH:15]=[N:12]2)=[CH:9][CH:10]=1)(=[O:4])=[O:3]. The catalyst class is: 8. (2) Reactant: I.[NH2:2][NH:3][C:4]([NH:7][CH3:8])=[N:5][CH3:6].Cl.[C:10](Cl)(=O)[C:11]1[CH:16]=[CH:15][N:14]=[CH:13][CH:12]=1. Product: [CH3:8][NH:7][C:4]1[N:5]([CH3:6])[C:10]([C:11]2[CH:16]=[CH:15][N:14]=[CH:13][CH:12]=2)=[N:2][N:3]=1. The catalyst class is: 17. (3) Reactant: [CH3:1][O:2][C:3]1[CH:4]=[C:5]2[C:9](=[CH:10][CH:11]=1)[NH:8][C:7](=[O:12])[C@:6]12[CH2:14][C@H:13]1[C:15]1[CH:23]=[C:22]2[C:18]([C:19]([C:24]3[CH:29]=[CH:28][C:27]([CH:30]4[CH2:35][CH2:34][N:33](C(OC(C)(C)C)=O)[CH2:32][CH2:31]4)=[CH:26][CH:25]=3)=[N:20][NH:21]2)=[CH:17][CH:16]=1.[C:43]([OH:49])([C:45]([F:48])([F:47])[F:46])=[O:44]. Product: [F:46][C:45]([F:48])([F:47])[C:43]([OH:49])=[O:44].[CH3:1][O:2][C:3]1[CH:4]=[C:5]2[C:9](=[CH:10][CH:11]=1)[NH:8][C:7](=[O:12])[C@:6]12[CH2:14][C@H:13]1[C:15]1[CH:23]=[C:22]2[C:18]([C:19]([C:24]3[CH:29]=[CH:28][C:27]([CH:30]4[CH2:35][CH2:34][NH:33][CH2:32][CH2:31]4)=[CH:26][CH:25]=3)=[N:20][NH:21]2)=[CH:17][CH:16]=1. The catalyst class is: 2.